The task is: Predict the product of the given reaction.. This data is from Forward reaction prediction with 1.9M reactions from USPTO patents (1976-2016). (1) Given the reactants [C:1]([O:5][C:6]([N:8]1[CH2:12][CH2:11][CH2:10][C@H:9]1[CH2:13][OH:14])=[O:7])([CH3:4])([CH3:3])[CH3:2].[H-].[Na+].Br[CH2:18][CH:19]1[CH2:21][CH2:20]1.C(OCC)(=O)C, predict the reaction product. The product is: [C:1]([O:5][C:6]([N:8]1[CH2:12][CH2:11][CH2:10][CH:9]1[CH2:13][O:14][CH2:18][CH:19]1[CH2:21][CH2:20]1)=[O:7])([CH3:4])([CH3:3])[CH3:2]. (2) Given the reactants [CH:1](=O)[CH2:2][CH2:3][CH2:4][CH2:5][CH2:6][CH3:7].[NH:9]([CH2:13][CH2:14][OH:15])[CH2:10][CH2:11][OH:12], predict the reaction product. The product is: [CH2:1]([N:9]([CH2:13][CH2:14][OH:15])[CH2:10][CH2:11][OH:12])[CH2:2][CH2:3][CH2:4][CH2:5][CH2:6][CH3:7]. (3) Given the reactants [I:1][C:2]1[C:6]([CH:7]=O)=[CH:5][N:4]([CH2:9][O:10][CH3:11])[N:3]=1.[F:12][C:13]([F:25])([F:24])[C:14]1[CH:19]=[CH:18][C:17]([S:20]([NH2:23])(=[O:22])=[O:21])=[CH:16][CH:15]=1, predict the reaction product. The product is: [I:1][C:2]1[C:6]([CH:7]=[N:23][S:20]([C:17]2[CH:16]=[CH:15][C:14]([C:13]([F:12])([F:25])[F:24])=[CH:19][CH:18]=2)(=[O:21])=[O:22])=[CH:5][N:4]([CH2:9][O:10][CH3:11])[N:3]=1. (4) Given the reactants C([O:8][C:9]1[CH:33]=[CH:32][C:12]([CH2:13][C:14]2[N:23]3[N:24]=[C:25]([NH2:27])[N:26]=[C:22]3[C:21]3[CH:20]=[CH:19][C:18]([NH:28][CH2:29][CH2:30][OH:31])=[CH:17][C:16]=3[N:15]=2)=[CH:11][C:10]=1[O:34][CH3:35])C1C=CC=CC=1.C(OC1C=CC(CC2N3N=C(N)N=C3C3C=CC(F)=CC=3N=2)=CC=1OC)C1C=CC=CC=1, predict the reaction product. The product is: [NH2:27][C:25]1[N:26]=[C:22]2[N:23]([C:14]([CH2:13][C:12]3[CH:32]=[CH:33][C:9]([OH:8])=[C:10]([O:34][CH3:35])[CH:11]=3)=[N:15][C:16]3[CH:17]=[C:18]([NH:28][CH2:29][CH2:30][OH:31])[CH:19]=[CH:20][C:21]=32)[N:24]=1. (5) Given the reactants [C:1]1([C:11]2[O:12][C:13]3[CH:19]=[C:18]([CH2:20][C:21]([O:23]C)=[O:22])[CH:17]=[CH:16][C:14]=3[N:15]=2)[C:10]2[C:5](=[CH:6][CH:7]=[CH:8][CH:9]=2)[CH:4]=[CH:3][CH:2]=1.[OH-].[Na+], predict the reaction product. The product is: [C:1]1([C:11]2[O:12][C:13]3[CH:19]=[C:18]([CH2:20][C:21]([OH:23])=[O:22])[CH:17]=[CH:16][C:14]=3[N:15]=2)[C:10]2[C:5](=[CH:6][CH:7]=[CH:8][CH:9]=2)[CH:4]=[CH:3][CH:2]=1. (6) Given the reactants [C:1]([O:5][C:6]([N:8]([CH2:25][CH2:26][C:27]1[CH:32]=[CH:31][C:30]([O:33][C:34]([F:37])([F:36])[F:35])=[CH:29][CH:28]=1)[C:9]1[N:14]=[C:13]([O:15][CH3:16])[N:12]=[C:11](OS(C(F)(F)F)(=O)=O)[CH:10]=1)=[O:7])([CH3:4])([CH3:3])[CH3:2].Cl.[CH2:39]([O:41][C:42]([CH:44]1[CH2:49][CH2:48][CH2:47][CH2:46][NH:45]1)=[O:43])[CH3:40].CCN(C(C)C)C(C)C, predict the reaction product. The product is: [CH2:39]([O:41][C:42]([CH:44]1[CH2:49][CH2:48][CH2:47][CH2:46][N:45]1[C:11]1[CH:10]=[C:9]([N:8]([C:6]([O:5][C:1]([CH3:3])([CH3:4])[CH3:2])=[O:7])[CH2:25][CH2:26][C:27]2[CH:28]=[CH:29][C:30]([O:33][C:34]([F:35])([F:36])[F:37])=[CH:31][CH:32]=2)[N:14]=[C:13]([O:15][CH3:16])[N:12]=1)=[O:43])[CH3:40].